This data is from Forward reaction prediction with 1.9M reactions from USPTO patents (1976-2016). The task is: Predict the product of the given reaction. Given the reactants [Br:1][C:2]1[CH:7]=[CH:6][C:5]([CH:8]2[CH2:13][CH2:12][NH:11][CH2:10][CH2:9]2)=[CH:4][CH:3]=1.[C:14](O[C:14]([O:16][C:17]([CH3:20])([CH3:19])[CH3:18])=[O:15])([O:16][C:17]([CH3:20])([CH3:19])[CH3:18])=[O:15], predict the reaction product. The product is: [C:17]([O:16][C:14]([N:11]1[CH2:10][CH2:9][CH:8]([C:5]2[CH:6]=[CH:7][C:2]([Br:1])=[CH:3][CH:4]=2)[CH2:13][CH2:12]1)=[O:15])([CH3:20])([CH3:19])[CH3:18].